This data is from Experimentally validated miRNA-target interactions with 360,000+ pairs, plus equal number of negative samples. The task is: Binary Classification. Given a miRNA mature sequence and a target amino acid sequence, predict their likelihood of interaction. The miRNA is hsa-miR-936 with sequence ACAGUAGAGGGAGGAAUCGCAG. The protein sequence of the target gene is MKQPIMADGPRCKRRKQANPRRKNVVNYDNVVDTGSETDEEDKLHIAEDDGIANPLDQETSPASVPNHESSPHVSQALLPREEEEDEIREGGVEHPWHNNEILQASVDGPEEMKEDYDTMGPEATIQTAINNGTVKNANCTSDFEEYFAKRKLEERDGHAVSIEEYLQRSDTAIIYPEAPEELSRLGTPEANGQEENDLPPGTPDAFAQLLTCPYCDRGYKRLTSLKEHIKYRHEKNEENFSCPLCSYTFAYRTQLERHMVTHKPGTDQHQMLTQGAGNRKFKCTECGKAFKYKHHLKEH.... Result: 0 (no interaction).